Dataset: Catalyst prediction with 721,799 reactions and 888 catalyst types from USPTO. Task: Predict which catalyst facilitates the given reaction. Reactant: [CH3:1][C:2]1[N:12]=[C:11]([CH3:13])[CH:10]=[CH:9][C:3]=1[C:4](OCC)=[O:5].[H-].[H-].[H-].[H-].[Li+].[Al+3]. Product: [CH3:1][C:2]1[C:3]([CH2:4][OH:5])=[CH:9][CH:10]=[C:11]([CH3:13])[N:12]=1. The catalyst class is: 1.